Dataset: Reaction yield outcomes from USPTO patents with 853,638 reactions. Task: Predict the reaction yield, written as a fraction of the theoretical maximum amount of product (1.0 means a 100% yield; for example, 0.34 means a 34% yield). (1) The reactants are [NH2:1][C:2]1[N:7]=[CH:6][N:5]=[C:4]2[N:8]([CH2:12][C@H:13]3[CH2:17][CH2:16][CH2:15][N:14]3[C:18]([O:20][C:21]([CH3:24])([CH3:23])[CH3:22])=[O:19])[N:9]=[C:10](I)[C:3]=12.OC[C@H]1CCCN1C(OC(C)(C)C)=O.[F:39][C:40]1[CH:41]=[C:42]([CH:59]=[CH:60][CH:61]=1)[O:43][C:44]1[CH:49]=[CH:48][C:47](B2OC(C)(C)C(C)(C)O2)=[CH:46][CH:45]=1.C(=O)([O-])[O-].[Na+].[Na+]. The catalyst is O.COCCOC. The product is [NH2:1][C:2]1[N:7]=[CH:6][N:5]=[C:4]2[N:8]([CH2:12][C@H:13]3[CH2:17][CH2:16][CH2:15][N:14]3[C:18]([O:20][C:21]([CH3:24])([CH3:23])[CH3:22])=[O:19])[N:9]=[C:10]([C:47]3[CH:46]=[CH:45][C:44]([O:43][C:42]4[CH:59]=[CH:60][CH:61]=[C:40]([F:39])[CH:41]=4)=[CH:49][CH:48]=3)[C:3]=12. The yield is 0.790. (2) The reactants are [CH3:1][NH:2][CH2:3][C:4]1[S:8][C:7]2[CH:9]=[CH:10][CH:11]=[CH:12][C:6]=2[C:5]=1[CH3:13].CNCC1C=CC2C(=CC=CC=2)C=1CCC.Cl.[NH2:31][C:32]1[N:37]=[CH:36][C:35](/[CH:38]=[CH:39]/[C:40]([OH:42])=O)=[CH:34][CH:33]=1. No catalyst specified. The product is [NH2:31][C:32]1[N:37]=[CH:36][C:35](/[CH:38]=[CH:39]/[C:40]([N:2]([CH3:1])[CH2:3][C:4]2[S:8][C:7]3[CH:9]=[CH:10][CH:11]=[CH:12][C:6]=3[C:5]=2[CH3:13])=[O:42])=[CH:34][CH:33]=1. The yield is 0.730. (3) The reactants are N1CCCCC1.[CH2:7]([O:11][C:12]1[CH:19]=[CH:18][C:15]([CH:16]=O)=[CH:14][C:13]=1[O:20][CH3:21])[C:8]#[C:9][CH3:10].C([CH2:25][C:26]([NH:28][C:29]1[CH:37]=[CH:36][CH:35]=[CH:34][C:30]=1[C:31]([OH:33])=[O:32])=[O:27])(O)=O.CC(O)=O. The catalyst is C1(C)C=CC=CC=1. The product is [CH2:7]([O:11][C:12]1[CH:19]=[CH:18][C:15](/[CH:16]=[CH:25]/[C:26]([NH:28][C:29]2[CH:37]=[CH:36][CH:35]=[CH:34][C:30]=2[C:31]([OH:33])=[O:32])=[O:27])=[CH:14][C:13]=1[O:20][CH3:21])[C:8]#[C:9][CH3:10]. The yield is 0.610. (4) The reactants are [NH2:1][C:2]1[N:7]=[C:6]([C:8]([OH:10])=O)[CH:5]=[CH:4][C:3]=1[NH:11][CH2:12][C:13]1[CH:18]=[CH:17][CH:16]=[C:15]([Br:19])[CH:14]=1.[NH:20]1[CH2:25][CH2:24][O:23][CH2:22][CH2:21]1.Cl.C(N=C=NCCCN(C)C)C.ON1C2N=CC=CC=2N=N1. The yield is 0.400. The catalyst is CN(C=O)C.C(Cl)Cl.O. The product is [NH2:1][C:2]1[N:7]=[C:6]([C:8]([N:20]2[CH2:25][CH2:24][O:23][CH2:22][CH2:21]2)=[O:10])[CH:5]=[CH:4][C:3]=1[NH:11][CH2:12][C:13]1[CH:18]=[CH:17][CH:16]=[C:15]([Br:19])[CH:14]=1. (5) The reactants are [O:1]=[C:2]1[CH2:7][S:6][C:5]2[CH:8]=[CH:9][C:10]([CH:12]=[O:13])=[N:11][C:4]=2[NH:3]1.[OH:14]OS([O-])=O.[K+]. The catalyst is CN(C=O)C. The product is [O:1]=[C:2]1[CH2:7][S:6][C:5]2[CH:8]=[CH:9][C:10]([C:12]([OH:14])=[O:13])=[N:11][C:4]=2[NH:3]1. The yield is 0.770. (6) The reactants are [C:1]([O:5][C:6](=[O:21])[NH:7][C:8]1[CH:13]=[CH:12][C:11]([C:14]([CH3:17])([CH3:16])[CH3:15])=[C:10]([N+:18]([O-])=O)[CH:9]=1)([CH3:4])([CH3:3])[CH3:2]. The catalyst is CO.[Pd]. The product is [C:1]([O:5][C:6](=[O:21])[NH:7][C:8]1[CH:13]=[CH:12][C:11]([C:14]([CH3:17])([CH3:16])[CH3:15])=[C:10]([NH2:18])[CH:9]=1)([CH3:4])([CH3:2])[CH3:3]. The yield is 0.930.